From a dataset of Reaction yield outcomes from USPTO patents with 853,638 reactions. Predict the reaction yield, written as a fraction of the theoretical maximum amount of product (1.0 means a 100% yield; for example, 0.34 means a 34% yield). (1) The reactants are [NH2:1][C:2]1[CH:7]=[CH:6][CH:5]=[CH:4][C:3]=1[CH:8]1[N:13]2[N:14]=[C:15]([C:19]3[CH:24]=[CH:23][C:22]([OH:25])=[CH:21][CH:20]=3)[C:16]([C:17]#[N:18])=[C:12]2[NH:11][CH2:10][CH2:9]1.Br[CH2:27][C:28]1[CH:33]=[CH:32][CH:31]=[CH:30][CH:29]=1.C([O-])([O-])=O.[K+].[K+]. The catalyst is CC(C)=O. The product is [NH2:1][C:2]1[CH:7]=[CH:6][CH:5]=[CH:4][C:3]=1[CH:8]1[N:13]2[N:14]=[C:15]([C:19]3[CH:20]=[CH:21][C:22]([O:25][CH2:27][C:28]4[CH:33]=[CH:32][CH:31]=[CH:30][CH:29]=4)=[CH:23][CH:24]=3)[C:16]([C:17]#[N:18])=[C:12]2[NH:11][CH2:10][CH2:9]1. The yield is 0.950. (2) The reactants are [H-].[Na+].CO[C:5]([C:7]1[S:8][CH:9]=[C:10](C)[C:11]=1[NH:12][CH2:13][C:14]1[CH:19]=[CH:18][C:17]([O:20][CH3:21])=[CH:16][CH:15]=1)=[O:6].C([CH:25]([C:29](Cl)=[O:30])[C:26](Cl)=[O:27])C.[O-:32][CH2:33][CH3:34].[Na+]. The catalyst is CN(C=O)C. The product is [CH2:33]([O:32][C:29]([C:25]1[C:26](=[O:27])[N:12]([CH2:13][C:14]2[CH:15]=[CH:16][C:17]([O:20][CH3:21])=[CH:18][CH:19]=2)[C:11]2[CH:10]=[CH:9][S:8][C:7]=2[C:5]=1[OH:6])=[O:30])[CH3:34]. The yield is 0.790.